Dataset: Forward reaction prediction with 1.9M reactions from USPTO patents (1976-2016). Task: Predict the product of the given reaction. (1) Given the reactants [OH:1][CH:2]1[CH2:7][CH2:6][N:5]([CH3:8])[CH2:4][CH2:3]1.[CH:9]1([C:12]2[C:13](COS(C)(=O)=O)=[CH:14][C:15]([F:25])=[C:16]([CH:24]=2)[C:17]([O:19][C:20]([CH3:23])([CH3:22])[CH3:21])=[O:18])[CH2:11][CH2:10]1.Br[CH2:33]C1C(C2CC2)=CC(C([O-])=O)=C(F)C=1, predict the reaction product. The product is: [CH:9]1([C:12]2[C:13]([CH2:8][N:5]3[CH2:6][CH2:7][C:2]([OH:1])([CH3:33])[CH2:3][CH2:4]3)=[CH:14][C:15]([F:25])=[C:16]([CH:24]=2)[C:17]([O:19][C:20]([CH3:21])([CH3:22])[CH3:23])=[O:18])[CH2:10][CH2:11]1. (2) Given the reactants [CH:1]1([C:4](=[O:10])[CH2:5][C:6]([O:8][CH3:9])=[O:7])[CH2:3][CH2:2]1.[CH:11](OCC)(OCC)OCC.[Br:21][C:22]1[CH:28]=[CH:27][C:25]([NH2:26])=[CH:24][CH:23]=1, predict the reaction product. The product is: [Br:21][C:22]1[CH:28]=[CH:27][C:25]([NH:26][CH:11]=[C:5]([C:4]([CH:1]2[CH2:3][CH2:2]2)=[O:10])[C:6]([O:8][CH3:9])=[O:7])=[CH:24][CH:23]=1.